This data is from NCI-60 drug combinations with 297,098 pairs across 59 cell lines. The task is: Regression. Given two drug SMILES strings and cell line genomic features, predict the synergy score measuring deviation from expected non-interaction effect. (1) Drug 1: COC1=CC(=CC(=C1O)OC)C2C3C(COC3=O)C(C4=CC5=C(C=C24)OCO5)OC6C(C(C7C(O6)COC(O7)C8=CC=CS8)O)O. Drug 2: CC1=C2C(C(=O)C3(C(CC4C(C3C(C(C2(C)C)(CC1OC(=O)C(C(C5=CC=CC=C5)NC(=O)OC(C)(C)C)O)O)OC(=O)C6=CC=CC=C6)(CO4)OC(=O)C)O)C)O. Cell line: SK-MEL-2. Synergy scores: CSS=50.1, Synergy_ZIP=-6.50, Synergy_Bliss=-5.95, Synergy_Loewe=-3.99, Synergy_HSA=-1.03. (2) Drug 1: CCCCC(=O)OCC(=O)C1(CC(C2=C(C1)C(=C3C(=C2O)C(=O)C4=C(C3=O)C=CC=C4OC)O)OC5CC(C(C(O5)C)O)NC(=O)C(F)(F)F)O. Drug 2: C#CCC(CC1=CN=C2C(=N1)C(=NC(=N2)N)N)C3=CC=C(C=C3)C(=O)NC(CCC(=O)O)C(=O)O. Cell line: NCI-H522. Synergy scores: CSS=45.7, Synergy_ZIP=0.380, Synergy_Bliss=-0.960, Synergy_Loewe=-1.32, Synergy_HSA=-1.95. (3) Drug 1: CS(=O)(=O)C1=CC(=C(C=C1)C(=O)NC2=CC(=C(C=C2)Cl)C3=CC=CC=N3)Cl. Drug 2: C1CN(P(=O)(OC1)NCCCl)CCCl. Cell line: HL-60(TB). Synergy scores: CSS=-20.8, Synergy_ZIP=1.40, Synergy_Bliss=-18.0, Synergy_Loewe=-28.6, Synergy_HSA=-24.2. (4) Drug 2: COCCOC1=C(C=C2C(=C1)C(=NC=N2)NC3=CC=CC(=C3)C#C)OCCOC.Cl. Drug 1: C1=CN(C(=O)N=C1N)C2C(C(C(O2)CO)O)O.Cl. Synergy scores: CSS=47.7, Synergy_ZIP=3.27, Synergy_Bliss=-0.0911, Synergy_Loewe=-6.27, Synergy_HSA=-1.19. Cell line: COLO 205. (5) Drug 1: CC1=C2C(C(=O)C3(C(CC4C(C3C(C(C2(C)C)(CC1OC(=O)C(C(C5=CC=CC=C5)NC(=O)C6=CC=CC=C6)O)O)OC(=O)C7=CC=CC=C7)(CO4)OC(=O)C)O)C)OC(=O)C. Drug 2: C1CN(P(=O)(OC1)NCCCl)CCCl. Cell line: HOP-92. Synergy scores: CSS=3.35, Synergy_ZIP=-3.27, Synergy_Bliss=3.47, Synergy_Loewe=-13.1, Synergy_HSA=-1.72.